From a dataset of Forward reaction prediction with 1.9M reactions from USPTO patents (1976-2016). Predict the product of the given reaction. Given the reactants I[Si](C)(C)C.[C:6]([C:10]1[CH:15]=[CH:14][C:13]([C@H:16]2[CH2:25][CH2:24][CH2:23][C@@H:22]3[N:17]2[C:18](=[O:26])[CH2:19][CH2:20][CH2:21]3)=[CH:12][CH:11]=1)([O:8][CH3:9])=[O:7].CN(C)CCN(C)C.[I:35]I.S([O-])([O-])(=O)=S.[Na+].[Na+], predict the reaction product. The product is: [C:6]([C:10]1[CH:15]=[CH:14][C:13]([C@H:16]2[CH2:25][CH2:24][CH2:23][C@@H:22]3[N:17]2[C:18](=[O:26])[CH:19]([I:35])[CH2:20][CH2:21]3)=[CH:12][CH:11]=1)([O:8][CH3:9])=[O:7].